Task: Predict which catalyst facilitates the given reaction.. Dataset: Catalyst prediction with 721,799 reactions and 888 catalyst types from USPTO (1) Reactant: C[O:2][C:3]([C:5]1[S:9][C:8]2[CH:10]=[CH:11][CH:12]=[CH:13][C:7]=2[C:6]=1[NH2:14])=O.Cl.[Cl:16][C:17]([NH2:19])=[NH:18]. Product: [ClH:16].[NH2:19][C:17]1[N:18]=[C:3]([OH:2])[C:5]2[S:9][C:8]3[CH:10]=[CH:11][CH:12]=[CH:13][C:7]=3[C:6]=2[N:14]=1. The catalyst class is: 270. (2) Reactant: [OH:1][N:2]=[C:3](Cl)[C:4]1[C:8]([NH:9][CH2:10][CH2:11][O:12][CH3:13])=[N:7][O:6][N:5]=1.[Br:15][C:16]1[CH:17]=[C:18]([CH:20]=[CH:21][C:22]=1[F:23])[NH2:19].C(=O)(O)[O-].[Na+]. Product: [Br:15][C:16]1[CH:17]=[C:18]([NH:19][C:3]([C:4]2[C:8]([NH:9][CH2:10][CH2:11][O:12][CH3:13])=[N:7][O:6][N:5]=2)=[N:2][OH:1])[CH:20]=[CH:21][C:22]=1[F:23]. The catalyst class is: 6. (3) Reactant: [C:1]([N:5]1[CH:9]([CH2:10][NH:11][C:12](=O)C(F)(F)F)[C:8]2[CH:18]=[C:19]([C:22]3[C:30]4[C:25](=[CH:26][C:27]([F:31])=[CH:28][CH:29]=4)[N:24](C(OC(C)(C)C)=O)[CH:23]=3)[CH:20]=[CH:21][C:7]=2[S:6]1(=[O:40])=[O:39])([CH3:4])([CH3:3])[CH3:2].[OH-].[Na+].[CH3:43]O. Product: [C:1]([N:5]1[CH:9]([CH2:10][N:11]([CH3:12])[CH3:43])[C:8]2[CH:18]=[C:19]([C:22]3[C:30]4[C:25](=[CH:26][C:27]([F:31])=[CH:28][CH:29]=4)[NH:24][CH:23]=3)[CH:20]=[CH:21][C:7]=2[S:6]1(=[O:39])=[O:40])([CH3:3])([CH3:2])[CH3:4]. The catalyst class is: 6. (4) The catalyst class is: 68. Reactant: [Br:1][C:2]1[CH:3]=[C:4]([N+:12]([O-:14])=[O:13])[C:5]2[N:9]=[CH:8][N:7]([CH3:10])[C:6]=2[CH:11]=1.[Br:15]N1C(=O)CCC1=O. Product: [Br:15][C:8]1[N:7]([CH3:10])[C:6]2[CH:11]=[C:2]([Br:1])[CH:3]=[C:4]([N+:12]([O-:14])=[O:13])[C:5]=2[N:9]=1.